This data is from Full USPTO retrosynthesis dataset with 1.9M reactions from patents (1976-2016). The task is: Predict the reactants needed to synthesize the given product. Given the product [OH:23][NH:22][C:15](=[O:16])[CH2:14][CH2:13][CH2:12][CH2:11][CH2:10][CH2:9][C:7](=[O:8])[C:6]1[CH:18]=[CH:19][C:3]([C:2]([F:21])([F:20])[F:1])=[CH:4][CH:5]=1, predict the reactants needed to synthesize it. The reactants are: [F:1][C:2]([F:21])([F:20])[C:3]1[CH:19]=[CH:18][C:6]([C:7]([CH2:9][CH2:10][CH2:11][CH2:12][CH2:13][CH2:14][C:15](O)=[O:16])=[O:8])=[CH:5][CH:4]=1.[NH2:22][OH:23].Cl.